Dataset: Full USPTO retrosynthesis dataset with 1.9M reactions from patents (1976-2016). Task: Predict the reactants needed to synthesize the given product. (1) The reactants are: O[CH:2]1[CH2:5][N:4]([C:6]([O:8][C:9]([CH3:12])([CH3:11])[CH3:10])=[O:7])[CH2:3]1.N1C=CN=C1.C1C=CC(P(C2C=CC=CC=2)C2C=CC=CC=2)=CC=1.[I:37]I.C([O-])(O)=O.[Na+]. Given the product [I:37][CH:2]1[CH2:5][N:4]([C:6]([O:8][C:9]([CH3:12])([CH3:11])[CH3:10])=[O:7])[CH2:3]1, predict the reactants needed to synthesize it. (2) Given the product [CH3:1][O:2][C:3](=[O:39])[CH2:4][CH2:5][C@@H:6]1[C@@H:10]([O:11][CH3:12])[C@@H:9]([OH:13])[C@H:8]([N:21]2[CH:29]=[N:28][C:27]3[C:22]2=[N:23][CH:24]=[N:25][C:26]=3[NH:30][C:31](=[O:38])[C:32]2[CH:37]=[CH:36][CH:35]=[CH:34][CH:33]=2)[O:7]1, predict the reactants needed to synthesize it. The reactants are: [CH3:1][O:2][C:3](=[O:39])[CH2:4][CH2:5][C@@H:6]1[C@@H:10]([O:11][CH3:12])[C@@H:9]([O:13][Si](C(C)(C)C)(C)C)[C@H:8]([N:21]2[CH:29]=[N:28][C:27]3[C:22]2=[N:23][CH:24]=[N:25][C:26]=3[NH:30][C:31](=[O:38])[C:32]2[CH:37]=[CH:36][CH:35]=[CH:34][CH:33]=2)[O:7]1.CCCC[N+](CCCC)(CCCC)CCCC.[F-].